From a dataset of Full USPTO retrosynthesis dataset with 1.9M reactions from patents (1976-2016). Predict the reactants needed to synthesize the given product. (1) Given the product [Cl:20][C:19]1[C:18]2[C:13](=[CH:14][CH:15]=[C:16]([C:21]([C:23]3[N:27]([CH3:28])[C:26]([CH3:29])=[N:25][CH:24]=3)([C:30]3[N:34]([CH3:35])[C:33]([CH3:36])=[N:32][CH:31]=3)[OH:22])[CH:17]=2)[N:12]=[C:11]([O:37][CH3:38])[C:10]=1[CH2:9][Cl:41], predict the reactants needed to synthesize it. The reactants are: [Si](O[CH2:9][C:10]1[C:11]([O:37][CH3:38])=[N:12][C:13]2[C:18]([C:19]=1[Cl:20])=[CH:17][C:16]([C:21]([C:30]1[N:34]([CH3:35])[C:33]([CH3:36])=[N:32][CH:31]=1)([C:23]1[N:27]([CH3:28])[C:26]([CH3:29])=[N:25][CH:24]=1)[OH:22])=[CH:15][CH:14]=2)(C(C)(C)C)(C)C.S(Cl)([Cl:41])=O. (2) Given the product [NH2:1][C@H:2]([C:11]([NH:21][C@H:22]([C:33]([O:35][CH3:36])=[O:34])[CH2:23][CH2:24][CH2:25][NH:26][C:27](=[NH:32])[NH:28][N+:29]([O-:31])=[O:30])=[O:13])[CH2:3][C:4]1[CH:9]=[CH:8][CH:7]=[C:6]([F:10])[CH:5]=1, predict the reactants needed to synthesize it. The reactants are: [NH:1](C(OC(C)(C)C)=O)[C@H:2]([C:11]([OH:13])=O)[CH2:3][C:4]1[CH:9]=[CH:8][CH:7]=[C:6]([F:10])[CH:5]=1.[NH2:21][C@H:22]([C:33]([O:35][CH3:36])=[O:34])[CH2:23][CH2:24][CH2:25][NH:26][C:27](=[NH:32])[NH:28][N+:29]([O-:31])=[O:30].Cl.OC1C2N=NNC=2C=CC=1.Cl.CNC(N=C=NCC)CCNC. (3) Given the product [O:15]=[C:13]1[NH:12][C:8]2=[N:9][CH:10]=[CH:11][C:6]([O:5][C:4]3[CH:3]=[C:2]([NH:1][C:30]([C:29]4[N:25]([C:19]5[CH:20]=[CH:21][CH:22]=[CH:23][CH:24]=5)[N:26]=[CH:27][CH:28]=4)=[O:31])[CH:18]=[CH:17][CH:16]=3)=[C:7]2[NH:14]1, predict the reactants needed to synthesize it. The reactants are: [NH2:1][C:2]1[CH:3]=[C:4]([CH:16]=[CH:17][CH:18]=1)[O:5][C:6]1[CH:11]=[CH:10][N:9]=[C:8]2[NH:12][C:13](=[O:15])[NH:14][C:7]=12.[C:19]1([N:25]2[C:29]([C:30](Cl)=[O:31])=[CH:28][CH:27]=[N:26]2)[CH:24]=[CH:23][CH:22]=[CH:21][CH:20]=1. (4) Given the product [NH2:1][C:2]1[N:6]([CH:7]2[CH2:13][O:12][CH2:11][CH2:10][NH:9][CH2:8]2)[N:5]=[C:4]([C:21]2[CH:22]=[CH:23][C:24]([O:27][C:28]3[CH:33]=[CH:32][CH:31]=[CH:30][CH:29]=3)=[CH:25][CH:26]=2)[C:3]=1[C:34]#[N:35], predict the reactants needed to synthesize it. The reactants are: [NH2:1][C:2]1[N:6]([CH:7]2[CH2:13][O:12][CH2:11][CH2:10][N:9](C(OC(C)(C)C)=O)[CH2:8]2)[N:5]=[C:4]([C:21]2[CH:26]=[CH:25][C:24]([O:27][C:28]3[CH:33]=[CH:32][CH:31]=[CH:30][CH:29]=3)=[CH:23][CH:22]=2)[C:3]=1[C:34]#[N:35].FC(F)(F)C(O)=O.C([SiH](CC)CC)C. (5) Given the product [OH:25][C:20]1[CH:21]=[C:22]2[C:17](=[CH:18][CH:19]=1)[C:16]([C:27]([C:29]1[CH:30]=[CH:31][C:32]([O:35][CH2:36][CH2:37][N:38]3[CH2:39][CH2:40][CH2:41][CH2:42][CH2:43]3)=[CH:33][CH:34]=1)=[O:28])=[C:15]([C:6]1[CH:7]=[CH:8][C:9]([S:11]([CH3:14])(=[O:13])=[O:12])=[CH:10][C:5]=1[OH:4])[CH:24]=[CH:23]2, predict the reactants needed to synthesize it. The reactants are: C([O:4][C:5]1[CH:10]=[C:9]([S:11]([CH3:14])(=[O:13])=[O:12])[CH:8]=[CH:7][C:6]=1[C:15]1[CH:24]=[CH:23][C:22]2[C:17](=[CH:18][CH:19]=[C:20]([O:25]C)[CH:21]=2)[C:16]=1[C:27]([C:29]1[CH:34]=[CH:33][C:32]([O:35][CH2:36][CH2:37][N:38]2[CH2:43][CH2:42][CH2:41][CH2:40][CH2:39]2)=[CH:31][CH:30]=1)=[O:28])(C)C.Cl.B(Br)(Br)Br.C([O-])(O)=O.[Na+]. (6) Given the product [CH3:33][N:32]([CH3:34])[C:30]([C:29]1[CH:28]=[C:27]([S:26][C:3]2[CH:12]=[C:11]3[C:6]([C:7]([NH:16][C:17]4[CH:22]=[CH:21][CH:20]=[C:19]([O:23][CH3:24])[CH:18]=4)=[C:8]([C:13]([NH2:15])=[O:14])[CH:9]=[N:10]3)=[CH:5][C:4]=2[I:25])[CH:37]=[CH:36][CH:35]=1)=[O:31], predict the reactants needed to synthesize it. The reactants are: Cl.Cl[C:3]1[CH:12]=[C:11]2[C:6]([C:7]([NH:16][C:17]3[CH:22]=[CH:21][CH:20]=[C:19]([O:23][CH3:24])[CH:18]=3)=[C:8]([C:13]([NH2:15])=[O:14])[CH:9]=[N:10]2)=[CH:5][C:4]=1[I:25].[SH:26][C:27]1[CH:28]=[C:29]([CH:35]=[CH:36][CH:37]=1)[C:30]([N:32]([CH3:34])[CH3:33])=[O:31].C(=O)([O-])[O-].[K+].[K+]. (7) Given the product [CH2:1]([O:8][C:9]([N:11]1[CH2:16][CH2:15][CH:14]([C:17](=[O:18])[CH:24]=[N+:25]=[N-:26])[CH2:13][CH2:12]1)=[O:10])[C:2]1[CH:7]=[CH:6][CH:5]=[CH:4][CH:3]=1, predict the reactants needed to synthesize it. The reactants are: [CH2:1]([O:8][C:9]([N:11]1[CH2:16][CH2:15][CH:14]([C:17](Cl)=[O:18])[CH2:13][CH2:12]1)=[O:10])[C:2]1[CH:7]=[CH:6][CH:5]=[CH:4][CH:3]=1.C[Si]([CH:24]=[N+:25]=[N-:26])(C)C.